Dataset: Reaction yield outcomes from USPTO patents with 853,638 reactions. Task: Predict the reaction yield, written as a fraction of the theoretical maximum amount of product (1.0 means a 100% yield; for example, 0.34 means a 34% yield). The reactants are [N:1]1[N:5]2[CH2:6][CH2:7][CH2:8][CH2:9][C:4]2=[C:3]([C:10]([OH:12])=O)[CH:2]=1.[NH2:13][C@@H:14]([CH3:30])[CH2:15][N:16]1[CH:20]=[CH:19][C:18]([C:21]2[CH:28]=[CH:27][C:24]([C:25]#[N:26])=[C:23]([Cl:29])[CH:22]=2)=[N:17]1. The yield is 0.555. The product is [Cl:29][C:23]1[CH:22]=[C:21]([C:18]2[CH:19]=[CH:20][N:16]([CH2:15][C@@H:14]([NH:13][C:10]([C:3]3[CH:2]=[N:1][N:5]4[CH2:6][CH2:7][CH2:8][CH2:9][C:4]=34)=[O:12])[CH3:30])[N:17]=2)[CH:28]=[CH:27][C:24]=1[C:25]#[N:26]. No catalyst specified.